This data is from Reaction yield outcomes from USPTO patents with 853,638 reactions. The task is: Predict the reaction yield, written as a fraction of the theoretical maximum amount of product (1.0 means a 100% yield; for example, 0.34 means a 34% yield). (1) The reactants are Cl[C:2]1[N:3]=[CH:4][C:5]2[NH:10][CH:9]=[CH:8][C:6]=2[N:7]=1.[CH2:11]([NH2:15])[CH2:12][CH2:13][CH3:14].Cl. The catalyst is CC(O)C. The product is [CH2:11]([NH:15][C:2]1[N:3]=[CH:4][C:5]2[NH:10][CH:9]=[CH:8][C:6]=2[N:7]=1)[CH2:12][CH2:13][CH3:14]. The yield is 0.960. (2) The reactants are [CH2:1]([NH:3][CH2:4][C:5]1[CH:10]=[CH:9][CH:8]=[CH:7][CH:6]=1)[CH3:2].[CH2:11]([O:13][CH2:14][CH2:15]Br)[CH3:12]. The catalyst is C(O)C. The product is [CH2:11]([O:13][CH2:14][CH2:15][N:3]([CH2:4][C:5]1[CH:10]=[CH:9][CH:8]=[CH:7][CH:6]=1)[CH2:1][CH3:2])[CH3:12]. The yield is 0.610. (3) The reactants are [F:1][C:2]1[CH:3]=[C:4]2[C:9](=[CH:10][CH:11]=1)[O:8][CH2:7][CH2:6][CH:5]2O.O. The catalyst is C1(C)C=CC=CC=1. The product is [F:1][C:2]1[CH:3]=[C:4]2[C:9](=[CH:10][CH:11]=1)[O:8][CH2:7][CH:6]=[CH:5]2. The yield is 0.520. (4) The catalyst is [Pd]. The yield is 0.810. The reactants are CC1C=CC(S(OCC2CC3C=CC=C(C4C=CC=C(F)C=4)C=3O2)(=O)=O)=CC=1.[N-]=[N+]=[N-].[Na+].N(CC1CC2C=C(Cl)C=C(C3C=CSC=3)C=2O1)=[N+]=[N-].[N:52]([CH2:55][CH:56]1[CH2:60][C:59]2[CH:61]=[CH:62][CH:63]=[C:64]([C:65]3[CH:70]=[CH:69][CH:68]=[C:67]([F:71])[CH:66]=3)[C:58]=2[O:57]1)=[N+]=[N-].[N-]=[N+]=[N-]. The product is [F:71][C:67]1[CH:66]=[C:65]([C:64]2[C:58]3[O:57][CH:56]([CH2:55][NH2:52])[CH2:60][C:59]=3[CH:61]=[CH:62][CH:63]=2)[CH:70]=[CH:69][CH:68]=1.